Dataset: Forward reaction prediction with 1.9M reactions from USPTO patents (1976-2016). Task: Predict the product of the given reaction. (1) Given the reactants [CH2:1]1[C@H:6](N)[C@@H:5](O[C@H]2O[C@H](CN)[C@@H](O)[C@H](O)[C@H]2O)[C@H:4](O)[C@@H:3](O[C@H]2O[C@H](CO)[C@@H](O)[C@H](N)[C@H]2O)[C@@H:2]1[NH2:33].[CH:34]1[C:39]([C@@H:40](O)[C@H:41]([NH:44]C(C(Cl)Cl)=O)[CH2:42][OH:43])=CC=C([N+]([O-])=O)C=1.CC(S[C@@H]1[O:63][C@H](CO)[C@H](O)[C@H](O)[C@H]1O)C, predict the reaction product. The product is: [NH2:44][C@H:41]([C:42]([OH:63])=[O:43])[CH2:40][C:39]1[C:3]2[C:2](=[CH:1][CH:6]=[CH:5][CH:4]=2)[NH:33][CH:34]=1. (2) The product is: [Cl:9][C:6]1[C:7]([CH3:8])=[C:2]([CH:15]=[CH2:16])[C:3]([O:13][CH3:14])=[C:4]([C:10](=[O:12])[CH3:11])[CH:5]=1. Given the reactants Br[C:2]1[C:3]([O:13][CH3:14])=[C:4]([C:10](=[O:12])[CH3:11])[CH:5]=[C:6]([Cl:9])[C:7]=1[CH3:8].[CH3:15][C:16]1(C)C(C)(C)OB(C=C)O1.ClCCl.C(=O)([O-])[O-].[K+].[K+], predict the reaction product. (3) The product is: [Cl:1][C:2]1[CH:3]=[CH:4][C:5]([CH2:6][N:7]2[C:15]3[C:10](=[CH:11][CH:12]=[CH:13][CH:14]=3)[CH:9]=[C:8]2[C:16]([OH:18])=[O:17])=[CH:21][CH:22]=1. Given the reactants [Cl:1][C:2]1[CH:22]=[CH:21][C:5]([CH2:6][N:7]2[C:15]3[C:10](=[CH:11][CH:12]=[CH:13][CH:14]=3)[CH:9]=[C:8]2[C:16]([O:18]CC)=[O:17])=[CH:4][CH:3]=1.[OH-].[Li+], predict the reaction product.